This data is from Drug-target binding data from BindingDB using Ki measurements. The task is: Regression. Given a target protein amino acid sequence and a drug SMILES string, predict the binding affinity score between them. We predict pKi (pKi = -log10(Ki in M); higher means stronger inhibition). Dataset: bindingdb_ki. (1) The small molecule is CC[C@H](C)[C@H](NC(=O)[C@H](CCCN=C(N)N)NC(=O)[C@H](CCCCN)NC(=O)[C@H](CCCCN)NC(=O)[C@H](CCCN=C(N)N)NC(=O)[C@H](CCCN=C(N)N)NC(=O)[C@H](CCCN=C(N)N)NC(=O)[C@H](C)NC(=O)[C@H](CCCN=C(N)N)NC(=O)[C@@H]1CCCN1C(=O)[C@@H](N)[C@@H](C)O)C(N)=O. The target protein (Q63415) has sequence MPPRAPPAPGPRPPPRAAGRHGLSPLAPRPWRWLLLLALPAVCSALPPPRPVYTNHWAVQVLGGPGAADRVAAAHGYLNLGQIGNLDDYYHFYHSKTFKRSTLSSRGPHTFLRMDPQVKWLQQQEVKRRVKRQARSDSLYFNDPIWSNMWYMHCADKNSRCRSEMNVQAAWKRGYTGKNVVVTILDDGIERNHPDLAPNYDSYASYDVNGNDYDPSPRYDASNENKHGTRCAGEVAASANNSYCIVGIAYNAKIGGIRMLDGDVTDVVEAKSLGIRPNYIDIYSASWGPDDDGKTVDGPGRLAKQAFEYGIKKGRQGLGSIFVWASGNGGREGDHCSCDGYTNSIYTISVSSTTENGHKPWYLEECASTLATTYSSGAFYERKIVTTDLRQRCTDGHTGTSVSAPMVAGIIALALEANNQLTWRDVQHLLVKTSRPAHLKASDWKVNGAGHKVSHLYGFGLVDAEALVLEARKWTAVPSQHMCVATADKRPRSIPVVQVL.... The pKi is 6.6. (2) The compound is O=c1cc(Nc2ccc(C(F)(F)F)cc2)[nH]c(=O)[nH]1. The target protein (P96583) has sequence MSKTVVLAEKPSVGRDLARVLKCHKKGNGYLEGDQYIVTWALGHLVTLADPEGYGKEFQSWRLEDLPIIPEPLKLVVIKKTGKQFNAVKSQLTRKDVNQIVIATDAGREGELVARWIIEKANVRKPIKRLWISSVTDKAIKEGFQKLRSGKEYENLYHSAVARAEADWIVGINATRALTTKFNAQLSCGRVQTPTLAMIAKREADIQAFTPVPYYGIRAAVDGMTLTWQDKKSKQTRTFNQDVTSRLLKNLQGKQAVVAELKKTAKKSFAPALYDLTELQRDAHKRFGFSAKETLSVLQKLYEQHKLVTYPRTDSRFLSSDIVPTLKDRLEGMEVKPYAQYVSQIKKRGIKSHKGYVNDAKVSDHHAIIPTEEPLVLSSLSDKERKLYDLIAKRFLAVLMPAFEYEETKVIAEIGGETFTAKGKTVQSQGWKAVYDMAEEDDEQEDDRDQTLPALQKGDTLAVRTLTETSGQTKPPARFNEGTLLSAMENPSAFMQGEEK.... The pKi is 5.0.